This data is from Full USPTO retrosynthesis dataset with 1.9M reactions from patents (1976-2016). The task is: Predict the reactants needed to synthesize the given product. (1) Given the product [C:37]([O:41][C:42]([N:44]1[CH2:45][CH2:46][CH:47]([S:50]([C:53]2[CH:54]=[CH:55][C:56]([NH:59][C:60]3[N:65]=[CH:64][C:63]([NH:66][C:4](=[O:6])[C:3]4[CH:7]=[C:8]([NH:11][C:12]([C:14]5[S:15][CH:16]=[CH:17][CH:18]=5)=[O:13])[CH:9]=[CH:10][C:2]=4[Cl:1])=[CH:62][N:61]=3)=[CH:57][CH:58]=2)(=[O:51])=[O:52])[CH2:48][CH2:49]1)=[O:43])([CH3:40])([CH3:38])[CH3:39], predict the reactants needed to synthesize it. The reactants are: [Cl:1][C:2]1[CH:10]=[CH:9][C:8]([NH:11][C:12]([C:14]2[S:15][CH:16]=[CH:17][CH:18]=2)=[O:13])=[CH:7][C:3]=1[C:4]([OH:6])=O.ClC1N=C(OC)N=C(OC)N=1.CN1CCOCC1.[C:37]([O:41][C:42]([N:44]1[CH2:49][CH2:48][CH:47]([S:50]([C:53]2[CH:58]=[CH:57][C:56]([NH:59][C:60]3[N:65]=[CH:64][C:63]([NH2:66])=[CH:62][N:61]=3)=[CH:55][CH:54]=2)(=[O:52])=[O:51])[CH2:46][CH2:45]1)=[O:43])([CH3:40])([CH3:39])[CH3:38]. (2) The reactants are: [CH2:1]([Li])CCC.C(NC(C)C)(C)C.[CH3:13][C:14]1[CH:18]=[CH:17][S:16][C:15]=1[C:19]#[N:20].[Br:21][C:22]1[CH:27]=[CH:26][C:25]([CH2:28][CH:29]=[O:30])=[C:24]([Cl:31])[CH:23]=1.CC(C1C=CC(Br)=CC=1Cl)=O. Given the product [Br:21][C:22]1[CH:27]=[CH:26][C:25]([CH:28]([CH3:1])[CH:29]([C:17]2[S:16][C:15]([C:19]#[N:20])=[C:14]([CH3:13])[CH:18]=2)[OH:30])=[C:24]([Cl:31])[CH:23]=1, predict the reactants needed to synthesize it. (3) Given the product [CH:15]1([C:11]2[CH:10]=[C:9]([OH:8])[CH:14]=[CH:13][CH:12]=2)[CH2:16][CH2:17][CH2:18]1, predict the reactants needed to synthesize it. The reactants are: C([O:8][C:9]1[CH:10]=[C:11]([C:15]2(O)[CH2:18][CH2:17][CH2:16]2)[CH:12]=[CH:13][CH:14]=1)C1C=CC=CC=1. (4) Given the product [Cl:34]([O-:38])(=[O:37])(=[O:36])=[O:35].[C:1]1([C:7]2[CH:8]=[CH:9][CH:10]=[C:11]([C:13]3[CH:18]=[CH:17][CH:16]=[CH:15][CH:14]=3)[S+:21]=2)[CH:6]=[CH:5][CH:4]=[CH:3][CH:2]=1, predict the reactants needed to synthesize it. The reactants are: [C:1]1([C:7](=O)[CH2:8][CH2:9][CH2:10][C:11]([C:13]2[CH:18]=[CH:17][CH:16]=[CH:15][CH:14]=2)=O)[CH:6]=[CH:5][CH:4]=[CH:3][CH:2]=1.P12(SP3(SP(SP(S3)(S1)=S)(=S)S2)=S)=[S:21].[Cl:34]([O-:38])(=[O:37])(=[O:36])=[O:35].[Li+]. (5) Given the product [Cl:41][C:26]1[C:27]([NH:29][C:30]2[C:31]([F:40])=[CH:32][CH:33]=[CH:34][C:35]=2[C:36]([NH:37][CH3:38])=[O:39])=[N:28][C:23]([NH:22][C:20]2[CH:19]=[CH:18][C:16]3[CH2:17][NH:11][CH2:12][C:13](=[O:42])[NH:14][C:15]=3[CH:21]=2)=[N:24][CH:25]=1, predict the reactants needed to synthesize it. The reactants are: C(OC([N:11]1[CH2:17][C:16]2[CH:18]=[CH:19][C:20]([NH:22][C:23]3[N:28]=[C:27]([NH:29][C:30]4[C:35]([C:36](=[O:39])[NH:37][CH3:38])=[CH:34][CH:33]=[CH:32][C:31]=4[F:40])[C:26]([Cl:41])=[CH:25][N:24]=3)=[CH:21][C:15]=2[NH:14][C:13](=[O:42])[CH2:12]1)=O)C1C=CC=CC=1.